From a dataset of Reaction yield outcomes from USPTO patents with 853,638 reactions. Predict the reaction yield, written as a fraction of the theoretical maximum amount of product (1.0 means a 100% yield; for example, 0.34 means a 34% yield). The reactants are [C:1]12[C:7](=[CH:8][CH:9]=[CH:10][CH:11]=1)[NH:6]C(=O)[O:4][C:2]2=O.Cl.[CH3:14][O:15][C:16](=[O:22])[CH:17]([NH2:21])[CH2:18][CH2:19][CH3:20].C(N(CC)CC)C. The catalyst is CN(C=O)C.CCOC(C)=O. The product is [CH3:14][O:15][C:16](=[O:22])[CH:17]([NH:21][C:2](=[O:4])[C:1]1[CH:11]=[CH:10][CH:9]=[CH:8][C:7]=1[NH2:6])[CH2:18][CH2:19][CH3:20]. The yield is 0.500.